From a dataset of TCR-epitope binding with 47,182 pairs between 192 epitopes and 23,139 TCRs. Binary Classification. Given a T-cell receptor sequence (or CDR3 region) and an epitope sequence, predict whether binding occurs between them. (1) The epitope is KRWIILGLNK. The TCR CDR3 sequence is CASSLLVSGNEQFF. Result: 1 (the TCR binds to the epitope). (2) The epitope is AYAQKIFKI. The TCR CDR3 sequence is CASGDDNTGELFF. Result: 0 (the TCR does not bind to the epitope). (3) The epitope is IQYIDIGNY. The TCR CDR3 sequence is CASSFFPGSGETQYF. Result: 0 (the TCR does not bind to the epitope). (4) The epitope is NLDSKVGGNY. The TCR CDR3 sequence is CASSLAVRSSYNEQFF. Result: 0 (the TCR does not bind to the epitope). (5) The epitope is LLMPILTLT. The TCR CDR3 sequence is CASSQEVRARGLYEQYF. Result: 1 (the TCR binds to the epitope).